Dataset: Forward reaction prediction with 1.9M reactions from USPTO patents (1976-2016). Task: Predict the product of the given reaction. (1) Given the reactants [Br:1][C:2]1[CH:7]=[C:6](I)[CH:5]=[CH:4][C:3]=1[Cl:9].[CH2:10]([OH:14])[CH2:11][C:12]#[CH:13], predict the reaction product. The product is: [Br:1][C:2]1[CH:7]=[C:6]([C:13]#[C:12][CH2:11][CH2:10][OH:14])[CH:5]=[CH:4][C:3]=1[Cl:9]. (2) Given the reactants [CH3:1][C:2]1[CH:3]=[CH:4][C:5]([O:10][CH3:11])=[C:6]([CH:9]=1)[CH:7]=O.[N:12]1([CH2:18][CH2:19][CH2:20][O:21][C:22]2[CH:27]=[CH:26][C:25]([N:28]3[CH2:33][CH2:32][NH:31][CH2:30][CH2:29]3)=[CH:24][CH:23]=2)[CH2:17][CH2:16][CH2:15][CH2:14][CH2:13]1.[C:34]([OH:37])(=[O:36])C.C(O[BH-](OC(=O)C)OC(=O)C)(=O)C.[Na+], predict the reaction product. The product is: [CH:34]([OH:37])=[O:36].[CH3:1][C:2]1[CH:3]=[CH:4][C:5]([O:10][CH3:11])=[C:6]([CH2:7][N:31]2[CH2:32][CH2:33][N:28]([C:25]3[CH:24]=[CH:23][C:22]([O:21][CH2:20][CH2:19][CH2:18][N:12]4[CH2:13][CH2:14][CH2:15][CH2:16][CH2:17]4)=[CH:27][CH:26]=3)[CH2:29][CH2:30]2)[CH:9]=1. (3) Given the reactants [CH2:1]([O:3][C:4](=[O:10])[CH:5]([Cl:9])C(=O)C)[CH3:2].C([O-])(=O)C.[Na+].[Br:16][C:17]1[CH:18]=[CH:19][C:20]([O:24][CH2:25][CH2:26][C:27]#[CH:28])=[C:21]([NH2:23])[CH:22]=1.[N:29]([O-])=O.[Na+], predict the reaction product. The product is: [CH2:1]([O:3][C:4](=[O:10])[C:5]([Cl:9])=[N:29][NH:23][C:21]1[CH:22]=[C:17]([Br:16])[CH:18]=[CH:19][C:20]=1[O:24][CH2:25][CH2:26][C:27]#[CH:28])[CH3:2]. (4) Given the reactants F[C:2]1[CH:12]=[CH:11][C:5]([C:6]([O:8][CH2:9][CH3:10])=[O:7])=[CH:4][C:3]=1[N+:13]([O-:15])=[O:14].[CH2:16]([N:18](CC)CC)C.CN.CO, predict the reaction product. The product is: [CH3:16][NH:18][C:2]1[CH:12]=[CH:11][C:5]([C:6]([O:8][CH2:9][CH3:10])=[O:7])=[CH:4][C:3]=1[N+:13]([O-:15])=[O:14]. (5) Given the reactants [Cl:1][C:2]1[CH:3]=[CH:4][C:5]([C:23]#[N:24])=[C:6]([C:8]2[C:13]([O:14][CH3:15])=[CH:12][N:11]([CH:16]([CH2:20][CH3:21])[C:17](O)=[O:18])[C:10](=[O:22])[CH:9]=2)[CH:7]=1.[NH2:25][C:26]1[CH:34]=[C:33]2[C:29]([C:30](=[O:43])[N:31]([CH3:42])[N:32]2[C:35]([O:37][C:38]([CH3:41])([CH3:40])[CH3:39])=[O:36])=[CH:28][CH:27]=1, predict the reaction product. The product is: [Cl:1][C:2]1[CH:3]=[CH:4][C:5]([C:23]#[N:24])=[C:6]([C:8]2[C:13]([O:14][CH3:15])=[CH:12][N:11]([CH:16]([CH2:20][CH3:21])[C:17]([NH:25][C:26]3[CH:34]=[C:33]4[C:29]([C:30](=[O:43])[N:31]([CH3:42])[N:32]4[C:35]([O:37][C:38]([CH3:39])([CH3:40])[CH3:41])=[O:36])=[CH:28][CH:27]=3)=[O:18])[C:10](=[O:22])[CH:9]=2)[CH:7]=1. (6) Given the reactants Cl.C[O:3][C:4]1[C:18]2[C:13](=[CH:14][CH:15]=[CH:16][CH:17]=2)[N:12]([C:19]([NH2:21])=[O:20])[C:11]2[C:6](=[CH:7][CH:8]=[CH:9][CH:10]=2)[CH:5]=1, predict the reaction product. The product is: [CH:8]1[CH:9]=[CH:10][C:11]2[N:12]([C:19]([NH2:21])=[O:20])[C:13]3[CH:14]=[CH:15][CH:16]=[CH:17][C:18]=3[C:4](=[O:3])[CH2:5][C:6]=2[CH:7]=1. (7) Given the reactants [F:1][C:2]1[CH:22]=[CH:21][CH:20]=[C:19]([F:23])[C:3]=1[CH2:4][C:5]1[C:6](=[O:18])[NH:7][C:8](=[O:17])[N:9]([C:11]2[CH:16]=[CH:15][CH:14]=[CH:13][CH:12]=2)[N:10]=1.[C:37]1(P([C:37]2[CH:42]=[CH:41][CH:40]=[CH:39][CH:38]=2)[C:37]2[CH:42]=[CH:41][CH:40]=[CH:39][CH:38]=2)[CH:42]=[CH:41][CH:40]=[CH:39][CH:38]=1.[N:43](C(OCC)=O)=NC(OCC)=O.F[C:56](F)(F)[C:57](O)=O, predict the reaction product. The product is: [NH2:43][C@H:56]([C:37]1[CH:38]=[CH:39][CH:40]=[CH:41][CH:42]=1)[CH2:57][N:7]1[C:6](=[O:18])[C:5]([CH2:4][C:3]2[C:19]([F:23])=[CH:20][CH:21]=[CH:22][C:2]=2[F:1])=[N:10][N:9]([C:11]2[CH:12]=[CH:13][CH:14]=[CH:15][CH:16]=2)[C:8]1=[O:17]. (8) Given the reactants [Br:1][C:2]1[CH:3]=[C:4]([CH:7]=[C:8]([F:11])[C:9]=1[OH:10])[CH:5]=O.[C:12]1([C:18](=O)[CH2:19][C:20]2[CH:25]=[CH:24][CH:23]=[CH:22][CH:21]=2)[CH:17]=[CH:16][CH:15]=[CH:14][CH:13]=1.[NH2:27][C:28]([NH2:30])=[O:29].Cl, predict the reaction product. The product is: [Br:1][C:2]1[CH:3]=[C:4]([CH:5]2[C:19]([C:20]3[CH:25]=[CH:24][CH:23]=[CH:22][CH:21]=3)=[C:18]([C:12]3[CH:17]=[CH:16][CH:15]=[CH:14][CH:13]=3)[NH:30][C:28](=[O:29])[NH:27]2)[CH:7]=[C:8]([F:11])[C:9]=1[OH:10].